Predict the product of the given reaction. From a dataset of Forward reaction prediction with 1.9M reactions from USPTO patents (1976-2016). (1) Given the reactants [F:1][C:2]([F:20])([F:19])[C:3]1[CH:4]=[C:5]([C:13]([CH3:18])([CH3:17])[C:14](Cl)=[O:15])[CH:6]=[C:7]([C:9]([F:12])([F:11])[F:10])[CH:8]=1.[CH3:21][NH:22][C:23]1[CH:24]=[N:25][C:26]([N:36]2[CH2:41][CH2:40][O:39][CH2:38][CH2:37]2)=[CH:27][C:28]=1[C:29]1[CH:34]=[CH:33][CH:32]=[CH:31][C:30]=1[CH3:35].C(N(C(C)C)C(C)C)C.O, predict the reaction product. The product is: [F:1][C:2]([F:20])([F:19])[C:3]1[CH:4]=[C:5]([C:13]([CH3:18])([CH3:17])[C:14]([N:22]([CH3:21])[C:23]2[CH:24]=[N:25][C:26]([N:36]3[CH2:41][CH2:40][O:39][CH2:38][CH2:37]3)=[CH:27][C:28]=2[C:29]2[CH:34]=[CH:33][CH:32]=[CH:31][C:30]=2[CH3:35])=[O:15])[CH:6]=[C:7]([C:9]([F:12])([F:11])[F:10])[CH:8]=1. (2) Given the reactants Cl.[C:2]1([C:8]2[CH:13]=[C:12]([CH3:14])[CH:11]=[CH:10][N:9]=2)[CH:7]=[CH:6][CH:5]=[CH:4][CH:3]=1.[CH3:15][N:16]([CH3:25])[C:17]1[CH:24]=[CH:23][C:20]([CH:21]=O)=[CH:19][CH:18]=1.C(O[K])(C)(C)C.O, predict the reaction product. The product is: [C:2]1([C:8]2[CH:13]=[C:12]([CH:14]=[CH:21][C:20]3[CH:23]=[CH:24][C:17]([N:16]([CH3:25])[CH3:15])=[CH:18][CH:19]=3)[CH:11]=[CH:10][N:9]=2)[CH:7]=[CH:6][CH:5]=[CH:4][CH:3]=1. (3) Given the reactants N[N:2]1[C:10]2[C:5](=[CH:6][CH:7]=[CH:8][CH:9]=2)[CH2:4][CH2:3]1.[C:11]1(=O)[CH2:17][CH2:16][CH2:15][CH2:14][CH2:13][CH2:12]1.S(=O)(=O)(O)O, predict the reaction product. The product is: [CH:8]1[CH:7]=[CH:6][C:5]2[CH2:4][CH2:3][N:2]3[C:10]=2[C:9]=1[C:11]1[CH2:17][CH2:16][CH2:15][CH2:14][CH2:13][C:12]=13. (4) Given the reactants [CH:1]1([CH:6]2[CH2:14][C:13]3[C:8](=[C:9]([CH3:32])[C:10]([CH3:31])=[C:11]([O:15][CH2:16][C:17]4[CH:18]=[C:19]([C:23]5[CH:24]=[N:25][CH:26]=[C:27]([CH:30]=5)[C:28]#[N:29])[CH:20]=[CH:21][CH:22]=4)[CH:12]=3)[C:7]2=[O:33])[CH2:5][CH2:4][CH2:3][CH2:2]1.[N:34]([Si](C)(C)C)=[N+:35]=[N-:36].C([Sn](CCCC)=O)CCC, predict the reaction product. The product is: [CH:1]1([CH:6]2[CH2:14][C:13]3[C:8](=[C:9]([CH3:32])[C:10]([CH3:31])=[C:11]([O:15][CH2:16][C:17]4[CH:22]=[CH:21][CH:20]=[C:19]([C:23]5[CH:24]=[N:25][CH:26]=[C:27]([C:28]6[NH:36][N:35]=[N:34][N:29]=6)[CH:30]=5)[CH:18]=4)[CH:12]=3)[C:7]2=[O:33])[CH2:2][CH2:3][CH2:4][CH2:5]1. (5) Given the reactants [F:8][C:7]([F:10])([F:9])[C:6](O[C:6](=[O:11])[C:7]([F:10])([F:9])[F:8])=[O:11].[NH2:14][C:15]1[CH:34]=[CH:33][C:18]2[N:19]([CH3:32])[C:20]([CH2:22][CH2:23][C:24]3[CH:29]=[CH:28][C:27]([C:30]#[N:31])=[CH:26][CH:25]=3)=[N:21][C:17]=2[CH:16]=1, predict the reaction product. The product is: [C:30]([C:27]1[CH:28]=[CH:29][C:24]([CH2:23][CH2:22][C:20]2[N:19]([CH3:32])[C:18]3[CH:33]=[CH:34][C:15]([NH:14][C:6](=[O:11])[C:7]([F:8])([F:9])[F:10])=[CH:16][C:17]=3[N:21]=2)=[CH:25][CH:26]=1)#[N:31]. (6) Given the reactants [NH2:1][S:2]([C:5]1[CH:6]=[C:7]([CH:11]=[CH:12][CH:13]=1)C(O)=O)(=[O:4])=[O:3].[ClH:14].CN(C)[CH2:17][CH2:18][CH2:19][N:20]=C=NCC.O[N:27]1[C:31]2[CH:32]=[CH:33][CH:34]=[CH:35][C:30]=2N=N1.Cl.CNOC.S([O-])(O)(=O)=O.[K+], predict the reaction product. The product is: [NH2:27][C:31]1[CH:32]=[CH:33][C:34]([C:19](=[N:20][OH:3])[CH2:18][CH3:17])=[CH:35][CH:30]=1.[ClH:14].[NH2:1][S:2]([C:5]1[CH:13]=[C:12]([CH:19]([NH2:20])[CH2:18][CH3:17])[CH:11]=[CH:7][CH:6]=1)(=[O:4])=[O:3]. (7) Given the reactants [CH:1]#[C:2][CH2:3][CH2:4][CH2:5][CH2:6][CH2:7][CH3:8].[Li]CCCC.[Cl:14][C:15]1[CH:20]=[C:19]([F:21])[CH:18]=[CH:17][C:16]=1[C:22]([CH3:42])([CH3:41])[CH2:23][C:24](=[O:40])[C:25]([NH:27][C:28]1[CH:29]=[CH:30][C:31]2[C:36](=[O:37])[O:35][N:34]=[C:33]([CH3:38])[C:32]=2[CH:39]=1)=[O:26], predict the reaction product. The product is: [Cl:14][C:15]1[CH:20]=[C:19]([F:21])[CH:18]=[CH:17][C:16]=1[C:22]([CH3:42])([CH3:41])[CH2:23][C:24]([OH:40])([C:1]#[C:2][CH2:3][CH2:4][CH2:5][CH2:6][CH2:7][CH3:8])[C:25]([NH:27][C:28]1[CH:29]=[CH:30][C:31]2[C:36](=[O:37])[O:35][N:34]=[C:33]([CH3:38])[C:32]=2[CH:39]=1)=[O:26]. (8) Given the reactants [CH3:1][O:2][C:3]([CH:5]1[CH2:10][CH2:9][CH2:8][C:7](=[O:11])[N:6]1[C:12]([O:14][C:15]([CH3:18])([CH3:17])[CH3:16])=[O:13])=[O:4].[NH4+].[Cl-], predict the reaction product. The product is: [CH3:1][O:2][C:3]([CH:5]1[CH2:10][CH2:9][CH2:8][CH:7]([OH:11])[N:6]1[C:12]([O:14][C:15]([CH3:18])([CH3:17])[CH3:16])=[O:13])=[O:4]. (9) Given the reactants [NH2:1][C:2]1[C:3]2[C:11]([CH3:12])=[C:10]([CH3:13])[S:9][C:4]=2[NH:5][C:6](=[S:8])[N:7]=1.CCN(CC)CC.Cl[C:22]([O:24][CH2:25][CH3:26])=[O:23], predict the reaction product. The product is: [CH3:12][C:11]1[C:3]2[C:2]([NH:1][C:22](=[O:23])[O:24][CH2:25][CH3:26])=[N:7][C:6](=[S:8])[NH:5][C:4]=2[S:9][C:10]=1[CH3:13]. (10) Given the reactants [Cl:1][C:2]1[CH:3]=[CH:4][C:5]([N+:10]([O-:12])=[O:11])=[C:6]([CH:9]=1)[CH:7]=O.[CH3:13][NH:14][CH3:15].C(O[BH-](OC(=O)C)OC(=O)C)(=O)C.[Na+], predict the reaction product. The product is: [Cl:1][C:2]1[CH:3]=[CH:4][C:5]([N+:10]([O-:12])=[O:11])=[C:6]([CH:9]=1)[CH2:7][N:14]([CH3:15])[CH3:13].